Dataset: Full USPTO retrosynthesis dataset with 1.9M reactions from patents (1976-2016). Task: Predict the reactants needed to synthesize the given product. (1) The reactants are: Cl.[C:2]1([C@@H:8]2[NH:13][CH2:12][C:11](=[O:14])[O:10][CH2:9]2)[CH:7]=[CH:6][CH:5]=[CH:4][CH:3]=1.C(=O)(O)[O-].[Na+]. Given the product [C:2]1([C@@H:8]2[NH:13][CH2:12][C:11](=[O:14])[O:10][CH2:9]2)[CH:3]=[CH:4][CH:5]=[CH:6][CH:7]=1, predict the reactants needed to synthesize it. (2) The reactants are: [NH2:1][C:2]1[N:7]=[C:6](O)[C:5]([CH2:9][CH2:10][CH2:11][CH2:12][CH2:13][CH3:14])=[C:4]([CH3:15])[N:3]=1.P(Cl)(Cl)([Cl:18])=O. Given the product [Cl:18][C:6]1[C:5]([CH2:9][CH2:10][CH2:11][CH2:12][CH2:13][CH3:14])=[C:4]([CH3:15])[N:3]=[C:2]([NH2:1])[N:7]=1, predict the reactants needed to synthesize it. (3) Given the product [C:31]([C:30]1[CH:29]=[N:28][CH:27]=[CH:26][C:25]=1[CH2:24][O:23][C:20]1[CH:19]=[N:18][C:17]([N:12]2[CH2:13][CH2:14][N:15]([C:33]([O:41][C@H:42]([CH3:47])[C:43]([F:46])([F:45])[F:44])=[O:34])[CH2:16][C@H:11]2[CH3:10])=[N:22][CH:21]=1)#[N:32], predict the reactants needed to synthesize it. The reactants are: C(N(CC)CC)C.Cl.Cl.[CH3:10][CH:11]1[CH2:16][NH:15][CH2:14][CH2:13][N:12]1[C:17]1[N:22]=[CH:21][C:20]([O:23][CH2:24][C:25]2[C:30]([C:31]#[N:32])=[CH:29][N:28]=[CH:27][CH:26]=2)=[CH:19][N:18]=1.[C:33](=O)([O:41][C@H:42]([CH3:47])[C:43]([F:46])([F:45])[F:44])[O:34]C1C=CC=CC=1.FC(F)(F)[C@H](O)C.